From a dataset of Reaction yield outcomes from USPTO patents with 853,638 reactions. Predict the reaction yield, written as a fraction of the theoretical maximum amount of product (1.0 means a 100% yield; for example, 0.34 means a 34% yield). (1) The reactants are [C:1]([N:5]([CH2:10][CH2:11][C:12]([OH:22])([C:16]1[CH:21]=[CH:20][CH:19]=[CH:18][CH:17]=1)[CH2:13][CH:14]=[CH2:15])[C:6](=[O:9])OC)([CH3:4])([CH3:3])[CH3:2].[H-].[Na+]. The catalyst is C1COCC1. The product is [CH2:13]([C:12]1([C:16]2[CH:17]=[CH:18][CH:19]=[CH:20][CH:21]=2)[O:22][C:6](=[O:9])[N:5]([C:1]([CH3:2])([CH3:3])[CH3:4])[CH2:10][CH2:11]1)[CH:14]=[CH2:15]. The yield is 0.610. (2) The reactants are [Cl:1][C:2]1[C:3]([O:12][C:13]2[CH:18]=[C:17]([O:19][CH2:20][CH2:21][O:22][Si:23]([CH:30]([CH3:32])[CH3:31])([CH:27]([CH3:29])[CH3:28])[CH:24]([CH3:26])[CH3:25])[CH:16]=[CH:15][C:14]=2/[CH:33]=[CH:34]/[C:35]([OH:37])=O)=[N:4][CH:5]=[C:6]([C:8]([F:11])([F:10])[F:9])[CH:7]=1.Cl.C(N=C=NCCCN(C)C)C.[CH2:50]([S:55]([NH2:58])(=[O:57])=[O:56])[CH2:51][CH2:52][CH2:53][CH3:54].Cl. The catalyst is C(#N)C.CN(C)C1C=CN=CC=1.C(OCC)(=O)C. The product is [Cl:1][C:2]1[C:3]([O:12][C:13]2[CH:18]=[C:17]([O:19][CH2:20][CH2:21][O:22][Si:23]([CH:27]([CH3:28])[CH3:29])([CH:30]([CH3:32])[CH3:31])[CH:24]([CH3:26])[CH3:25])[CH:16]=[CH:15][C:14]=2/[CH:33]=[CH:34]/[C:35]([NH:58][S:55]([CH2:50][CH2:51][CH2:52][CH2:53][CH3:54])(=[O:57])=[O:56])=[O:37])=[N:4][CH:5]=[C:6]([C:8]([F:11])([F:10])[F:9])[CH:7]=1. The yield is 0.460. (3) The reactants are [NH2:1][CH2:2][C:3]([C:6]1[CH:7]=[C:8]([NH:12][C:13](=[O:24])[C:14]2[CH:19]=[CH:18][C:17]([O:20][CH3:21])=[C:16]([O:22][CH3:23])[CH:15]=2)[CH:9]=[CH:10][CH:11]=1)([CH3:5])[CH3:4].[N:25]1[CH:26]=[C:27]([C:34](O)=[O:35])[N:28]2[CH:33]=[CH:32][CH:31]=[CH:30][C:29]=12.C1C=CC2N(O)N=NC=2C=1.C(Cl)CCl. The catalyst is C(Cl)Cl. The product is [CH3:23][O:22][C:16]1[CH:15]=[C:14]([CH:19]=[CH:18][C:17]=1[O:20][CH3:21])[C:13]([NH:12][C:8]1[CH:7]=[C:6]([C:3]([CH3:5])([CH3:4])[CH2:2][NH:1][C:34]([C:27]2[N:28]3[CH:33]=[CH:32][CH:31]=[CH:30][C:29]3=[N:25][CH:26]=2)=[O:35])[CH:11]=[CH:10][CH:9]=1)=[O:24]. The yield is 0.740. (4) The reactants are Cl.[CH3:2][NH:3][CH2:4][CH2:5][NH:6][S:7]([C:10]1[CH:15]=[C:14]([S:16]([C:19]2[CH:24]=[CH:23][CH:22]=[CH:21][CH:20]=2)(=[O:18])=[O:17])[CH:13]=[CH:12][C:11]=1[C:25]([F:28])([F:27])[F:26])(=[O:9])=[O:8].Cl[S:30]([C:33]1[CH:34]=[C:35]([CH:39]=[CH:40][CH:41]=1)[C:36]([OH:38])=[O:37])(=[O:32])=[O:31].C(N(C(C)C)CC)(C)C. The catalyst is C(Cl)Cl. The product is [CH3:2][N:3]([CH2:4][CH2:5][NH:6][S:7]([C:10]1[CH:15]=[C:14]([S:16]([C:19]2[CH:24]=[CH:23][CH:22]=[CH:21][CH:20]=2)(=[O:18])=[O:17])[CH:13]=[CH:12][C:11]=1[C:25]([F:28])([F:26])[F:27])(=[O:9])=[O:8])[S:30]([C:33]1[CH:34]=[C:35]([CH:39]=[CH:40][CH:41]=1)[C:36]([OH:38])=[O:37])(=[O:32])=[O:31]. The yield is 0.750.